Dataset: Catalyst prediction with 721,799 reactions and 888 catalyst types from USPTO. Task: Predict which catalyst facilitates the given reaction. (1) Reactant: [C:1](O)(=O)[C:2]1[CH:7]=[CH:6][CH:5]=[CH:4][CH:3]=1.[NH2:10][C@H:11]([C:16]([OH:18])=[O:17])[CH2:12][CH2:13][CH2:14][NH2:15].C(OC1C=CC=CC=1)(=O)C.[Na].CC(O)C. Product: [C:2]1([CH2:1][C:16]([OH:18])=[O:17])[CH:7]=[CH:6][CH:5]=[CH:4][CH:3]=1.[NH2:10][C@H:11]([C:16]([OH:18])=[O:17])[CH2:12][CH2:13][CH2:14][NH2:15]. The catalyst class is: 6. (2) Reactant: [CH2:1]([O:8][C:9]1[CH:14]=[CH:13][C:12]([C:15]2[CH:16]=[C:17]([C:31](O)=[O:32])[C:18]3[C:23]([CH3:24])=[N:22][N:21]([CH:25]4[CH2:30][CH2:29][CH2:28][CH2:27][O:26]4)[C:19]=3[N:20]=2)=[C:11]([F:34])[CH:10]=1)[C:2]1[CH:7]=[CH:6][CH:5]=[CH:4][CH:3]=1.[CH3:35][CH2:36][N:37]([CH:41]([CH3:43])C)[CH:38]([CH3:40])C. Product: [CH2:41]([N:37]1[CH2:36][CH2:35][C:15]([NH:20][C:31]([C:17]2[C:18]3[C:23]([CH3:24])=[N:22][N:21]([CH:25]4[CH2:30][CH2:29][CH2:28][CH2:27][O:26]4)[C:19]=3[N:20]=[C:15]([C:12]3[CH:13]=[CH:14][C:9]([O:8][CH2:1][C:2]4[CH:7]=[CH:6][CH:5]=[CH:4][CH:3]=4)=[CH:10][C:11]=3[F:34])[CH:16]=2)=[O:32])([C:12]2[CH:13]=[CH:14][CH:9]=[CH:10][CH:11]=2)[CH2:40][CH2:38]1)[C:43]1[CH:4]=[CH:3][CH:2]=[CH:7][CH:6]=1. The catalyst class is: 68.